Dataset: Forward reaction prediction with 1.9M reactions from USPTO patents (1976-2016). Task: Predict the product of the given reaction. (1) Given the reactants [N:1]1[CH:6]=[CH:5][CH:4]=[C:3]([CH2:7][C:8]#[N:9])[CH:2]=1.[H-].[Na+].Cl[C:13]1[N:14]=[N:15][C:16]([O:19][CH3:20])=[CH:17][CH:18]=1, predict the reaction product. The product is: [CH3:20][O:19][C:16]1[N:15]=[N:14][C:13]([CH:7]([C:3]2[CH:2]=[N:1][CH:6]=[CH:5][CH:4]=2)[C:8]#[N:9])=[CH:18][CH:17]=1. (2) Given the reactants [CH:1]1([CH2:7][C:8]2[O:12][C:11]([C:13]([O:15]CC)=O)=[N:10][C:9]=2[C:18]2[CH:23]=[C:22]([C:24]([CH3:27])([CH3:26])[CH3:25])[CH:21]=[C:20]([C:28]([CH3:31])([CH3:30])[CH3:29])[CH:19]=2)[CH2:6][CH2:5][CH2:4][CH2:3][CH2:2]1.C1COCC1.[NH3:37], predict the reaction product. The product is: [CH:1]1([CH2:7][C:8]2[O:12][C:11]([C:13]([NH2:37])=[O:15])=[N:10][C:9]=2[C:18]2[CH:23]=[C:22]([C:24]([CH3:27])([CH3:26])[CH3:25])[CH:21]=[C:20]([C:28]([CH3:30])([CH3:31])[CH3:29])[CH:19]=2)[CH2:2][CH2:3][CH2:4][CH2:5][CH2:6]1. (3) Given the reactants [C:1](=[O:13])([O:3][C:4]1([C:9](C)(C)C)[CH2:7]C(=O)[CH2:5]1)[NH2:2].[CH3:25][CH2:22][CH:23]([CH3:24])[BH-]([CH:22]([CH3:25])[CH2:23][CH3:24])[CH:22]([CH3:25])[CH2:23][CH3:24].[Li+].[OH-:28].[Na+].OO, predict the reaction product. The product is: [OH:28][C@@H:22]1[CH2:23][C@H:24]([NH:2][C:1](=[O:13])[O:3][C:4]([CH3:9])([CH3:7])[CH3:5])[CH2:25]1. (4) Given the reactants O[C:2]1[CH:7]=[C:6]([C:8]2[CH:13]([CH3:14])[CH:12]([CH2:15][CH2:16][CH3:17])[C:11](=[O:18])[NH:10][N:9]=2)[CH:5]=[CH:4][C:3]=1[NH:19][C:20]([C:22]1[N:23]([CH3:27])[CH:24]=[CH:25][CH:26]=1)=[O:21].C(O)(=O)C.O.C1(C)C=CC(S(O)(=O)=O)=CC=1, predict the reaction product. The product is: [CH3:14][C@@H:13]1[C:8]([C:6]2[CH:5]=[CH:4][C:3]3[N:19]=[C:20]([C:22]4[N:23]([CH3:27])[CH:24]=[CH:25][CH:26]=4)[O:21][C:2]=3[CH:7]=2)=[N:9][NH:10][C:11](=[O:18])[C@H:12]1[CH2:15][CH2:16][CH3:17]. (5) Given the reactants [C:1]([SiH2:5][O:6][C:7]([CH3:17])([CH3:16])[C:8]1[CH:13]=[C:12]([Cl:14])[N:11]=[C:10]([NH2:15])[CH:9]=1)([CH3:4])([CH3:3])[CH3:2].Cl[C:19]1[S:20][C:21]([C:24]#[N:25])=[CH:22][N:23]=1.C(=O)([O-])[O-].[Cs+].[Cs+].CC1(C)C2C(=C(P(C3C=CC=CC=3)C3C=CC=CC=3)C=CC=2)OC2C(P(C3C=CC=CC=3)C3C=CC=CC=3)=CC=CC1=2, predict the reaction product. The product is: [C:1]([SiH2:5][O:6][C:7]([CH3:17])([CH3:16])[C:8]1[CH:13]=[C:12]([Cl:14])[N:11]=[C:10]([NH:15][C:19]2[S:20][C:21]([C:24]#[N:25])=[CH:22][N:23]=2)[CH:9]=1)([CH3:4])([CH3:2])[CH3:3]. (6) Given the reactants C1([NH2+]C2CCCCC2)CCCCC1.[C:14]([NH:21][C@H:22]([C:26]([O-:28])=[O:27])[CH2:23][O:24][CH3:25])([O:16][C:17]([CH3:20])([CH3:19])[CH3:18])=[O:15], predict the reaction product. The product is: [C:14]([NH:21][C@H:22]([C:26]([OH:28])=[O:27])[CH2:23][O:24][CH3:25])([O:16][C:17]([CH3:20])([CH3:19])[CH3:18])=[O:15].